This data is from Forward reaction prediction with 1.9M reactions from USPTO patents (1976-2016). The task is: Predict the product of the given reaction. (1) Given the reactants C(OC([N:8]1[CH2:13][CH2:12][N:11]([C:14]2[CH:19]=[CH:18][C:17]([CH3:20])=[CH:16][C:15]=2[CH3:21])[C:10](=[O:22])[CH2:9]1)=O)(C)(C)C.[ClH:23].C(OCC)(=O)C, predict the reaction product. The product is: [ClH:23].[CH3:21][C:15]1[CH:16]=[C:17]([CH3:20])[CH:18]=[CH:19][C:14]=1[N:11]1[CH2:12][CH2:13][NH:8][CH2:9][C:10]1=[O:22]. (2) Given the reactants C(O[C:6](=O)[NH:7][C:8]1[C:9]([C:19]2[CH:24]=[CH:23][C:22]([F:25])=[CH:21][C:20]=2[CH3:26])=[C:10]2[CH:16]=[N:15][N:14]([CH2:17][CH3:18])[C:11]2=[N:12][CH:13]=1)(C)(C)C.[H-].[Na+].IC, predict the reaction product. The product is: [CH2:17]([N:14]1[C:11]2=[N:12][CH:13]=[C:8]([NH:7][CH3:6])[C:9]([C:19]3[CH:24]=[CH:23][C:22]([F:25])=[CH:21][C:20]=3[CH3:26])=[C:10]2[CH:16]=[N:15]1)[CH3:18].